This data is from Full USPTO retrosynthesis dataset with 1.9M reactions from patents (1976-2016). The task is: Predict the reactants needed to synthesize the given product. Given the product [ClH:28].[N:1]1([CH2:7][CH2:8][NH:9][C:10]([C:12]2[NH:13][C:14]([CH:18]=[C:19]3[C:27]4[C:26]([NH:46][C:42]5[CH:41]=[C:40]6[C:45](=[CH:44][CH:43]=5)[N:37]([CH2:30][C:31]5[CH:32]=[CH:33][CH:34]=[CH:35][CH:36]=5)[CH:38]=[CH:39]6)=[N:25][CH:24]=[N:23][C:22]=4[NH:21][C:20]3=[O:29])=[C:15]([CH3:17])[CH:16]=2)=[O:11])[CH2:6][CH2:5][O:4][CH2:3][CH2:2]1, predict the reactants needed to synthesize it. The reactants are: [N:1]1([CH2:7][CH2:8][NH:9][C:10]([C:12]2[NH:13][C:14]([CH:18]=[C:19]3[C:27]4[C:26]([Cl:28])=[N:25][CH:24]=[N:23][C:22]=4[NH:21][C:20]3=[O:29])=[C:15]([CH3:17])[CH:16]=2)=[O:11])[CH2:6][CH2:5][O:4][CH2:3][CH2:2]1.[CH2:30]([N:37]1[C:45]2[C:40](=[CH:41][C:42]([NH2:46])=[CH:43][CH:44]=2)[CH:39]=[CH:38]1)[C:31]1[CH:36]=[CH:35][CH:34]=[CH:33][CH:32]=1.